Dataset: Forward reaction prediction with 1.9M reactions from USPTO patents (1976-2016). Task: Predict the product of the given reaction. The product is: [NH2:21][C:2]1[C:3](=[O:20])[N:4]([CH2:8][C:9]2[CH:19]=[CH:18][C:12]3[N:13]=[C:14]([S:16][CH3:17])[S:15][C:11]=3[CH:10]=2)[CH:5]=[CH:6][N:7]=1. Given the reactants I[C:2]1[C:3](=[O:20])[N:4]([CH2:8][C:9]2[CH:19]=[CH:18][C:12]3[N:13]=[C:14]([S:16][CH3:17])[S:15][C:11]=3[CH:10]=2)[CH:5]=[CH:6][N:7]=1.[NH3:21], predict the reaction product.